This data is from Peptide-MHC class II binding affinity with 134,281 pairs from IEDB. The task is: Regression. Given a peptide amino acid sequence and an MHC pseudo amino acid sequence, predict their binding affinity value. This is MHC class II binding data. (1) The MHC is DRB1_1101 with pseudo-sequence DRB1_1101. The binding affinity (normalized) is 0.436. The peptide sequence is AASLLDEDMDALEEA. (2) The peptide sequence is VVAVGLRVVCAK. The MHC is DRB1_0101 with pseudo-sequence DRB1_0101. The binding affinity (normalized) is 0.583. (3) The binding affinity (normalized) is 0. The peptide sequence is GRVIDLGCGRGGWCY. The MHC is HLA-DQA10201-DQB10402 with pseudo-sequence HLA-DQA10201-DQB10402.